The task is: Predict the product of the given reaction.. This data is from Forward reaction prediction with 1.9M reactions from USPTO patents (1976-2016). (1) The product is: [Br:17][C:15]1[CH:16]=[C:11]([NH:8][C:6]2[CH:5]=[N:4][N:3]([CH:2]([F:9])[F:1])[N:7]=2)[C:12](=[O:19])[N:13]([CH3:18])[CH:14]=1. Given the reactants [F:1][CH:2]([F:9])[N:3]1[N:7]=[C:6]([NH2:8])[CH:5]=[N:4]1.Br[C:11]1[C:12](=[O:19])[N:13]([CH3:18])[CH:14]=[C:15]([Br:17])[CH:16]=1, predict the reaction product. (2) Given the reactants Cl[C:2]1[N:7]=[C:6]([N:8]2[CH2:14][CH2:13][CH2:12][N:11]([CH2:15][CH3:16])[CH2:10][CH2:9]2)[CH:5]=[N:4][CH:3]=1.C([O-])([O-])=O.[Cs+].[Cs+].[F:23][C:24]1[CH:29]=[CH:28][C:27]([CH:30]=[O:31])=[CH:26][C:25]=1B(O)O, predict the reaction product. The product is: [CH2:15]([N:11]1[CH2:12][CH2:13][CH2:14][N:8]([C:6]2[N:7]=[C:2]([C:25]3[CH:26]=[C:27]([CH:28]=[CH:29][C:24]=3[F:23])[CH:30]=[O:31])[CH:3]=[N:4][CH:5]=2)[CH2:9][CH2:10]1)[CH3:16]. (3) Given the reactants [CH2:1]1[C:9]2[C:4](=[CH:5][CH:6]=[CH:7][CH:8]=2)[C:3]([CH2:10][CH2:11][N:12]2[CH2:17][CH2:16][C:15]([CH2:19][NH:20]C(=O)OCC)([OH:18])[CH2:14][CH2:13]2)=[CH:2]1.C1C2C(=CC=CC=2)C(CCBr)=C1, predict the reaction product. The product is: [NH2:20][CH2:19][C:15]1([OH:18])[CH2:14][CH2:13][N:12]([CH2:11][CH2:10][C:3]2[C:4]3[C:9](=[CH:8][CH:7]=[CH:6][CH:5]=3)[CH2:1][CH:2]=2)[CH2:17][CH2:16]1.